This data is from Peptide-MHC class I binding affinity with 185,985 pairs from IEDB/IMGT. The task is: Regression. Given a peptide amino acid sequence and an MHC pseudo amino acid sequence, predict their binding affinity value. This is MHC class I binding data. (1) The peptide sequence is STSRSYMSF. The MHC is HLA-A02:01 with pseudo-sequence HLA-A02:01. The binding affinity (normalized) is 0.0847. (2) The peptide sequence is QPAPQQGQL. The binding affinity (normalized) is 0.109. The MHC is HLA-B51:01 with pseudo-sequence HLA-B51:01.